Task: Regression. Given two drug SMILES strings and cell line genomic features, predict the synergy score measuring deviation from expected non-interaction effect.. Dataset: NCI-60 drug combinations with 297,098 pairs across 59 cell lines Drug 1: C1C(C(OC1N2C=C(C(=O)NC2=O)F)CO)O. Drug 2: C1=NC2=C(N=C(N=C2N1C3C(C(C(O3)CO)O)O)F)N. Cell line: BT-549. Synergy scores: CSS=12.3, Synergy_ZIP=-4.25, Synergy_Bliss=-0.690, Synergy_Loewe=-1.81, Synergy_HSA=1.16.